Dataset: Catalyst prediction with 721,799 reactions and 888 catalyst types from USPTO. Task: Predict which catalyst facilitates the given reaction. (1) Reactant: [C:1]([C:3]1[CH:4]=[C:5]([S:9]([N:12]2[CH2:16][C@@H:15](O)[CH2:14][C@H:13]2[C:18]([O:20][CH3:21])=[O:19])(=[O:11])=[O:10])[CH:6]=[CH:7][CH:8]=1)#[N:2].C(N(C(C)C)CC)(C)C.FC(F)(F)S(OS(C(F)(F)F)(=O)=O)(=O)=O.Cl.[F:47][C:48]1([F:54])[CH2:53][CH2:52][CH2:51][NH:50][CH2:49]1. Product: [C:1]([C:3]1[CH:4]=[C:5]([S:9]([N:12]2[CH2:16][C@H:15]([N:50]3[CH2:51][CH2:52][CH2:53][C:48]([F:54])([F:47])[CH2:49]3)[CH2:14][C@H:13]2[C:18]([O:20][CH3:21])=[O:19])(=[O:11])=[O:10])[CH:6]=[CH:7][CH:8]=1)#[N:2]. The catalyst class is: 2. (2) Reactant: C(OC(=O)[NH:7][C:8]1[CH:13]=[C:12]([CH:14]=[CH2:15])[C:11]([C:16]([F:19])([F:18])[F:17])=[CH:10][C:9]=1[NH:20][C:21](=[O:39])[CH2:22][C:23]([C:25]1[CH:30]=[CH:29][CH:28]=[C:27]([C:31]2[CH:36]=[C:35]([CH3:37])[N:34]=[C:33]([CH3:38])[CH:32]=2)[CH:26]=1)=O)(C)(C)C.C(O)(C(F)(F)F)=O. Product: [CH3:37][C:35]1[CH:36]=[C:31]([C:27]2[CH:26]=[C:25]([C:23]3[CH2:22][C:21](=[O:39])[NH:20][C:9]4[CH:10]=[C:11]([C:16]([F:18])([F:19])[F:17])[C:12]([CH:14]=[CH2:15])=[CH:13][C:8]=4[N:7]=3)[CH:30]=[CH:29][CH:28]=2)[CH:32]=[C:33]([CH3:38])[N:34]=1. The catalyst class is: 2. (3) Reactant: [O:1]1CCCO[CH:2]1[C:7]1[CH:12]=[CH:11][C:10]([C:13]2[S:14][C:15]3[C:20]([N:21]=2)=[CH:19][CH:18]=[C:17]([C:22]2([CH:25]4[CH2:28][CH2:27][CH2:26]4)[CH2:24][CH2:23]2)[N:16]=3)=[C:9]([F:29])[CH:8]=1.Cl.[OH-].[Na+]. Product: [CH:25]1([C:22]2([C:17]3[N:16]=[C:15]4[S:14][C:13]([C:10]5[CH:11]=[CH:12][C:7]([CH:2]=[O:1])=[CH:8][C:9]=5[F:29])=[N:21][C:20]4=[CH:19][CH:18]=3)[CH2:24][CH2:23]2)[CH2:26][CH2:27][CH2:28]1. The catalyst class is: 1. (4) Reactant: [N+:1]([C:4]1[CH:5]=[C:6]([CH:10]=[CH:11][CH:12]=1)[CH2:7][CH2:8][NH2:9])([O-:3])=[O:2].[C:13](Cl)(=[O:15])[CH3:14].O. Product: [C:13]([NH:9][CH2:8][CH2:7][C:6]1[CH:10]=[CH:11][CH:12]=[C:4]([N+:1]([O-:3])=[O:2])[CH:5]=1)(=[O:15])[CH3:14]. The catalyst class is: 17. (5) Reactant: [C:1]([N:4]1[CH2:9][CH2:8][C:7]2[N:10]([CH2:23][CH:24](O)[CH2:25][N:26]3[CH2:31][CH2:30][N:29]([C:32]4[CH:39]=[CH:38][CH:37]=[CH:36][C:33]=4[C:34]#[N:35])[CH2:28][CH2:27]3)[N:11]=[C:12]([C:13]3[CH:18]=[CH:17][C:16]([C:19]([F:22])([F:21])[F:20])=[CH:15][CH:14]=3)[C:6]=2[CH2:5]1)(=[O:3])[CH3:2].CCN(S(F)(F)[F:47])CC.CO.C(Cl)Cl. Product: [C:1]([N:4]1[CH2:9][CH2:8][C:7]2[N:10]([CH2:23][CH:24]([F:47])[CH2:25][N:26]3[CH2:31][CH2:30][N:29]([C:32]4[CH:39]=[CH:38][CH:37]=[CH:36][C:33]=4[C:34]#[N:35])[CH2:28][CH2:27]3)[N:11]=[C:12]([C:13]3[CH:18]=[CH:17][C:16]([C:19]([F:22])([F:21])[F:20])=[CH:15][CH:14]=3)[C:6]=2[CH2:5]1)(=[O:3])[CH3:2]. The catalyst class is: 2. (6) Reactant: [C:1]([O:5][C:6]([N:8]1[C:17]2[C:12](=[CH:13][CH:14]=[C:15]([CH:18]=O)[N:16]=2)[CH2:11][CH2:10][CH:9]1[CH3:20])=[O:7])([CH3:4])([CH3:3])[CH3:2].[Cl-].[CH3:22][C:23]1[N:28]2[N:29]=[C:30]([CH2:32][P+](C3C=CC=CC=3)(C3C=CC=CC=3)C3C=CC=CC=3)[N:31]=[C:27]2[C:26]([CH3:52])=[N:25][CH:24]=1. Product: [C:1]([O:5][C:6]([N:8]1[C:17]2[C:12](=[CH:13][CH:14]=[C:15]([CH:18]=[CH:32][C:30]3[N:31]=[C:27]4[C:26]([CH3:52])=[N:25][CH:24]=[C:23]([CH3:22])[N:28]4[N:29]=3)[N:16]=2)[CH2:11][CH2:10][CH:9]1[CH3:20])=[O:7])([CH3:4])([CH3:3])[CH3:2]. The catalyst class is: 7. (7) Reactant: N1C=CN=C1.[C:6]([Si:10]([CH3:13])([CH3:12])Cl)([CH3:9])([CH3:8])[CH3:7].[Br:14][C:15]1[CH:16]=[CH:17][C:18]([O:23][CH3:24])=[C:19]([CH:22]=1)[CH2:20][OH:21].O. Product: [Br:14][C:15]1[CH:16]=[CH:17][C:18]([O:23][CH3:24])=[C:19]([CH:22]=1)[CH2:20][O:21][Si:10]([C:6]([CH3:9])([CH3:8])[CH3:7])([CH3:13])[CH3:12]. The catalyst class is: 3. (8) The catalyst class is: 50. Product: [ClH:16].[F:1][C:2]1[CH:9]=[CH:8][C:5]([CH2:6][NH2:7])=[C:4]([C:10]2[N:11]=[N:12][N:13]([CH3:15])[N:14]=2)[CH:3]=1. Reactant: [F:1][C:2]1[CH:9]=[CH:8][C:5]([C:6]#[N:7])=[C:4]([C:10]2[N:11]=[N:12][N:13]([CH3:15])[N:14]=2)[CH:3]=1.[ClH:16]. (9) Reactant: C1(P(N=[N+]=[N-])(C2C=CC=CC=2)=[O:8])C=CC=CC=1.C([N:20]([CH2:23][CH3:24])[CH2:21]C)C.[O:25]=[C:26]1C2[CH2:32][CH:28]([CH2:29]C2C(O)=O)[O:27]1.[C:36]1([CH2:42][OH:43])[CH:41]=[CH:40][CH:39]=[CH:38][CH:37]=1. Product: [O:25]=[C:26]1[CH:24]2[CH2:32][CH:28]([CH2:29][CH:23]2[NH:20][C:21](=[O:8])[O:43][CH2:42][C:36]2[CH:41]=[CH:40][CH:39]=[CH:38][CH:37]=2)[O:27]1. The catalyst class is: 11.